The task is: Predict the reaction yield, written as a fraction of the theoretical maximum amount of product (1.0 means a 100% yield; for example, 0.34 means a 34% yield).. This data is from Reaction yield outcomes from USPTO patents with 853,638 reactions. (1) The reactants are [F:1][C:2]1[CH:3]=[C:4]([N:8]2[C:12]3([CH2:17][CH2:16][N:15](C(OCC4C=CC=CC=4)=O)[C@@H:14]([CH3:28])[CH2:13]3)[CH2:11][NH:10][S:9]2(=[O:30])=[O:29])[CH:5]=[CH:6][CH:7]=1. The catalyst is CO.[OH-].[Pd+2].[OH-]. The product is [F:1][C:2]1[CH:3]=[C:4]([N:8]2[C:12]3([CH2:17][CH2:16][NH:15][C@@H:14]([CH3:28])[CH2:13]3)[CH2:11][NH:10][S:9]2(=[O:30])=[O:29])[CH:5]=[CH:6][CH:7]=1. The yield is 0.960. (2) The reactants are [NH:1]1[CH2:7][CH2:6][CH2:5][CH:4]([C:8]2[N:16]3[C:11]([C:12]([NH2:17])=[N:13][CH:14]=[N:15]3)=[C:10]([C:18]3[CH:19]=[CH:20][C:21]4[C:25]([CH:26]=3)=[N:24][N:23]([CH2:27][C:28]3[CH:33]=[CH:32][CH:31]=[CH:30][CH:29]=3)[CH:22]=4)[CH:9]=2)[CH2:3][CH2:2]1.CC(O)=O.C(O[C:41]1(O[Si](C)(C)C)[CH2:43][CH2:42]1)C.C([BH3-])#N.[Na+].[OH-].[Na+]. The catalyst is CO. The product is [CH2:27]([N:23]1[CH:22]=[C:21]2[C:25]([CH:26]=[C:18]([C:10]3[CH:9]=[C:8]([CH:4]4[CH2:5][CH2:6][CH2:7][N:1]([CH:41]5[CH2:43][CH2:42]5)[CH2:2][CH2:3]4)[N:16]4[C:11]=3[C:12]([NH2:17])=[N:13][CH:14]=[N:15]4)[CH:19]=[CH:20]2)=[N:24]1)[C:28]1[CH:33]=[CH:32][CH:31]=[CH:30][CH:29]=1. The yield is 0.500. (3) The reactants are [NH2:1][C@H:2]1[CH2:6][CH2:5][C@H:4]([C:7]2[CH:15]=[CH:14][C:13]([C:16]([NH2:18])=[O:17])=[C:12]3[C:8]=2[CH:9]=[CH:10][NH:11]3)[CH2:3]1.CCN(C(C)C)C(C)C.[C:28](Cl)(=[O:31])[CH:29]=[CH2:30]. The catalyst is C(Cl)Cl. The product is [C:28]([NH:1][C@H:2]1[CH2:6][CH2:5][C@H:4]([C:7]2[CH:15]=[CH:14][C:13]([C:16]([NH2:18])=[O:17])=[C:12]3[C:8]=2[CH:9]=[CH:10][NH:11]3)[CH2:3]1)(=[O:31])[CH:29]=[CH2:30]. The yield is 0.0900. (4) The reactants are [CH3:1][N:2]1[C:7](=[O:8])[C:6]([NH:9][C:10]2[CH:19]=[C:13]3[CH2:14][N:15]([CH3:18])[CH2:16][CH2:17][N:12]3[N:11]=2)=[CH:5][C:4](B(O)O)=[N:3]1.[C:23]([C:27]1[CH:28]=[C:29]2[C:34](=[C:35]([F:37])[CH:36]=1)[C:33](=[O:38])[N:32]([C:39]1[N:46]=[CH:45][CH:44]=[C:43](Cl)[C:40]=1[CH:41]=[O:42])C=[CH:30]2)([CH3:26])([CH3:25])[CH3:24].[O-]P([O-])([O-])=O.[K+].[K+].[K+].C([O-])(=O)C.[Na+].C(#[N:63])C. The catalyst is C1C=CC(P(C2C=CC=CC=2)[C-]2C=CC=C2)=CC=1.C1C=CC(P(C2C=CC=CC=2)[C-]2C=CC=C2)=CC=1.Cl[Pd]Cl.[Fe+2].O. The product is [C:23]([C:27]1[CH:28]=[C:29]2[C:34](=[C:35]([F:37])[CH:36]=1)[C:33](=[O:38])[N:32]([C:39]1[N:46]=[CH:45][CH:44]=[C:43]([C:4]3[CH:5]=[C:6]([NH:9][C:10]4[CH:19]=[C:13]5[CH2:14][N:15]([CH3:18])[CH2:16][CH2:17][N:12]5[N:11]=4)[C:7](=[O:8])[N:2]([CH3:1])[N:3]=3)[C:40]=1[CH:41]=[O:42])[N:63]=[CH:30]2)([CH3:25])([CH3:26])[CH3:24]. The yield is 0.420. (5) The reactants are [C:1]([C:4]1[O:8][C:7]([C:9]2[CH:10]=[C:11]([CH:16]=[CH:17][CH:18]=2)[C:12]([O:14]C)=[O:13])=[CH:6][CH:5]=1)(=[O:3])[CH3:2].[OH-].[Na+].Cl. The catalyst is C(O)C. The product is [C:1]([C:4]1[O:8][C:7]([C:9]2[CH:10]=[C:11]([CH:16]=[CH:17][CH:18]=2)[C:12]([OH:14])=[O:13])=[CH:6][CH:5]=1)(=[O:3])[CH3:2]. The yield is 0.770. (6) The reactants are [C:1]([O:4][C@H:5]1[CH2:10][CH2:9][C@@H:8](Cl)[CH:7]=[CH:6]1)(=[O:3])[CH3:2].[N-:12]=[N+:13]=[N-:14].[Na+]. The catalyst is CN(C=O)C.[Cl-].[Na+].O.C(OCC)C.O. The product is [C:1]([O:4][C@H:5]1[CH2:10][CH2:9][C@H:8]([N:12]=[N+:13]=[N-:14])[CH:7]=[CH:6]1)(=[O:3])[CH3:2]. The yield is 0.850.